This data is from Forward reaction prediction with 1.9M reactions from USPTO patents (1976-2016). The task is: Predict the product of the given reaction. Given the reactants [CH3:1][C:2]1[CH:9]=[CH:8][C:5]([CH:6]=[O:7])=[CH:4][CH:3]=1.[C-]#N.[K+], predict the reaction product. The product is: [CH3:1][C:2]1[CH:9]=[CH:8][C:5]([C:6]([CH:6]([C:5]2[CH:8]=[CH:9][C:2]([CH3:1])=[CH:3][CH:4]=2)[OH:7])=[O:7])=[CH:4][CH:3]=1.